The task is: Regression. Given a peptide amino acid sequence and an MHC pseudo amino acid sequence, predict their binding affinity value. This is MHC class I binding data.. This data is from Peptide-MHC class I binding affinity with 185,985 pairs from IEDB/IMGT. (1) The peptide sequence is TWALRHPGF. The MHC is HLA-A23:01 with pseudo-sequence HLA-A23:01. The binding affinity (normalized) is 0.285. (2) The peptide sequence is WFREDRSPV. The MHC is HLA-A02:03 with pseudo-sequence HLA-A02:03. The binding affinity (normalized) is 0.0847. (3) The peptide sequence is GLYSSTVPV. The MHC is HLA-A02:06 with pseudo-sequence HLA-A02:06. The binding affinity (normalized) is 0.608. (4) The peptide sequence is IAASNLEQF. The MHC is HLA-B15:17 with pseudo-sequence HLA-B15:17. The binding affinity (normalized) is 0.711. (5) The peptide sequence is SARTNCLAV. The MHC is HLA-B08:01 with pseudo-sequence HLA-B08:01. The binding affinity (normalized) is 0.416.